Dataset: Full USPTO retrosynthesis dataset with 1.9M reactions from patents (1976-2016). Task: Predict the reactants needed to synthesize the given product. (1) Given the product [Si:27]([O:26][C:23]1[CH:22]=[CH:21][C:20]([C@H:9]2[N:10]([C:13]3[CH:18]=[CH:17][C:16]([I:19])=[CH:15][CH:14]=3)[C:11](=[O:12])[C@@H:8]2[CH2:7][CH2:6][C@@H:5]([C:34]2[CH:35]=[CH:36][C:37]([F:40])=[CH:38][CH:39]=2)[OH:4])=[CH:25][CH:24]=1)([C:30]([CH3:33])([CH3:32])[CH3:31])([CH3:29])[CH3:28], predict the reactants needed to synthesize it. The reactants are: C([O:4][C@H:5]([C:34]1[CH:39]=[CH:38][C:37]([F:40])=[CH:36][CH:35]=1)[CH2:6][CH2:7][C@H:8]1[C:11](=[O:12])[N:10]([C:13]2[CH:18]=[CH:17][C:16]([I:19])=[CH:15][CH:14]=2)[C@@H:9]1[C:20]1[CH:25]=[CH:24][C:23]([O:26][Si:27]([C:30]([CH3:33])([CH3:32])[CH3:31])([CH3:29])[CH3:28])=[CH:22][CH:21]=1)(=O)C.[C-]#N.[Na+]. (2) Given the product [N+:1]([C:4]1[CH:5]=[CH:6][C:7]([O:8][CH2:9][CH2:10][O:11][CH2:12][C:13]([OH:15])=[O:14])=[CH:17][CH:18]=1)([O-:3])=[O:2], predict the reactants needed to synthesize it. The reactants are: [N+:1]([C:4]1[CH:18]=[CH:17][C:7]([O:8][CH2:9][CH2:10][O:11][CH2:12][C:13]([O:15]C)=[O:14])=[CH:6][CH:5]=1)([O-:3])=[O:2].O[Li].O. (3) Given the product [F:23][C:24]1[CH:25]=[CH:26][CH:27]=[C:28]([C:2]2[CH:3]=[C:4]([C:9]3[N:10]=[C:11]([C:15]4[CH:20]=[CH:19][C:18]([F:21])=[CH:17][C:16]=4[F:22])[N:12]=[N:13][CH:14]=3)[CH:5]=[CH:6][C:7]=2[F:8])[C:29]=1[C:30]#[N:31], predict the reactants needed to synthesize it. The reactants are: Br[C:2]1[CH:3]=[C:4]([C:9]2[N:10]=[C:11]([C:15]3[CH:20]=[CH:19][C:18]([F:21])=[CH:17][C:16]=3[F:22])[N:12]=[N:13][CH:14]=2)[CH:5]=[CH:6][C:7]=1[F:8].[F:23][C:24]1[C:29]([C:30]#[N:31])=[C:28](B2OC(C)(C)C(C)(C)O2)[CH:27]=[CH:26][CH:25]=1. (4) Given the product [C:1]([O:4][CH2:5][C:6]1[C:7]([N:22]2[CH2:34][CH2:33][C:32]3[N:31]4[C:26]([CH2:27][CH2:28][CH2:29][CH2:30]4)=[CH:25][C:24]=3[C:23]2=[O:35])=[CH:8][C:9]([F:21])=[CH:10][C:11]=1[C:37]1[N:45]=[C:44]2[C:40]([N:41]=[CH:42][N:43]2[CH2:46][O:47][CH2:48][CH2:49][Si:50]([CH3:51])([CH3:52])[CH3:53])=[C:39]([NH:54][C:55]2[CH:56]=[CH:57][C:58]([N:61]3[CH2:66][CH2:65][N:64]([CH:67]4[CH2:68][O:69][CH2:70]4)[CH2:63][CH2:62]3)=[CH:59][CH:60]=2)[N:38]=1)(=[O:3])[CH3:2], predict the reactants needed to synthesize it. The reactants are: [C:1]([O:4][CH2:5][C:6]1[C:11](B2OC(C)(C)C(C)(C)O2)=[CH:10][C:9]([F:21])=[CH:8][C:7]=1[N:22]1[CH2:34][CH2:33][C:32]2[N:31]3[C:26]([CH2:27][CH2:28][CH2:29][CH2:30]3)=[CH:25][C:24]=2[C:23]1=[O:35])(=[O:3])[CH3:2].I[C:37]1[N:45]=[C:44]2[C:40]([N:41]=[CH:42][N:43]2[CH2:46][O:47][CH2:48][CH2:49][Si:50]([CH3:53])([CH3:52])[CH3:51])=[C:39]([NH:54][C:55]2[CH:60]=[CH:59][C:58]([N:61]3[CH2:66][CH2:65][N:64]([CH:67]4[CH2:70][O:69][CH2:68]4)[CH2:63][CH2:62]3)=[CH:57][CH:56]=2)[N:38]=1.[O-]P([O-])([O-])=O.[K+].[K+].[K+].C([O-])(=O)C.[Na+]. (5) Given the product [CH3:16][O:17][CH2:18][CH2:19][CH2:20][NH:21][S:10]([NH:13][C:14](=[O:15])[O:8][CH2:1][C:2]1[CH:7]=[CH:6][CH:5]=[CH:4][CH:3]=1)(=[O:12])=[O:11], predict the reactants needed to synthesize it. The reactants are: [CH2:1]([OH:8])[C:2]1[CH:7]=[CH:6][CH:5]=[CH:4][CH:3]=1.Cl[S:10]([N:13]=[C:14]=[O:15])(=[O:12])=[O:11].[CH3:16][O:17][CH2:18][CH2:19][CH2:20][NH2:21].Cl. (6) Given the product [Cl:29][CH2:30][C:31]1[CH:39]=[CH:38][C:34]([C:35]([NH:1][C:2]2[C:7]([CH3:8])=[CH:6][CH:5]=[C:4]([NH:9][C:10]3[N:15]=[C:14]([C:16]4[CH:17]=[N:18][CH:19]=[CH:20][CH:21]=4)[CH:13]=[CH:12][N:11]=3)[CH:3]=2)=[O:36])=[CH:33][CH:32]=1, predict the reactants needed to synthesize it. The reactants are: [NH2:1][C:2]1[CH:3]=[C:4]([NH:9][C:10]2[N:15]=[C:14]([C:16]3[CH:17]=[N:18][CH:19]=[CH:20][CH:21]=3)[CH:13]=[CH:12][N:11]=2)[CH:5]=[CH:6][C:7]=1[CH3:8].C(N(CC)CC)C.[Cl:29][CH2:30][C:31]1[CH:39]=[CH:38][C:34]([C:35](Cl)=[O:36])=[CH:33][CH:32]=1.